This data is from Full USPTO retrosynthesis dataset with 1.9M reactions from patents (1976-2016). The task is: Predict the reactants needed to synthesize the given product. (1) Given the product [CH:30]1[CH:31]=[C:32]([Cl:33])[C:23]([Cl:22])=[C:24]([C:25]2[N:14]=[N:15][C:16]([NH2:18])=[N:17][C:27]=2[NH2:28])[CH:29]=1, predict the reactants needed to synthesize it. The reactants are: CS(O)(=O)=O.S(=O)(=O)=O.C(=O)(O)[O-].[NH2:14][NH:15][C:16]([NH2:18])=[NH2+:17].C(=O)=O.[Cl:22][C:23]1[C:32]([Cl:33])=[CH:31][CH:30]=[CH:29][C:24]=1[C:25]([C:27]#[N:28])=O.[OH-].[Na+]. (2) Given the product [OH:51][CH2:50][C:9]([N:5]1[CH:4]([CH3:16])[CH2:3][CH:2]([O:1][C:18]2[CH:25]=[CH:24][C:23]([C:26]3[N:31]=[C:30]([NH:32][C:33]4[CH:38]=[CH:37][C:36]([N:39]5[CH2:44][CH2:43][N:42]([CH:45]6[CH2:48][O:47][CH2:46]6)[CH2:41][CH2:40]5)=[CH:35][CH:34]=4)[N:29]=[CH:28][N:27]=3)=[CH:22][C:19]=2[C:20]#[N:21])[CH2:7][CH:6]1[CH3:8])=[O:11], predict the reactants needed to synthesize it. The reactants are: [OH:1][CH:2]1[CH2:7][CH:6]([CH3:8])[N:5]([C:9]([O:11]C(C)(C)C)=O)[CH:4]([CH3:16])[CH2:3]1.F[C:18]1[CH:25]=[CH:24][C:23]([C:26]2[N:31]=[C:30]([NH:32][C:33]3[CH:38]=[CH:37][C:36]([N:39]4[CH2:44][CH2:43][N:42]([CH:45]5[CH2:48][O:47][CH2:46]5)[CH2:41][CH2:40]4)=[CH:35][CH:34]=3)[N:29]=[CH:28][N:27]=2)=[CH:22][C:19]=1[C:20]#[N:21].C(O)(=O)[CH2:50][OH:51]. (3) Given the product [F:23][C:24]1[CH:25]=[C:26]([N:39]2[CH2:43][C@@H:42]([CH2:44][N:45]3[CH:49]=[CH:48][N:47]=[N:46]3)[O:41][C:40]2=[O:50])[CH:27]=[CH:28][C:29]=1[C:2]1[CH:7]=[N:6][C:5]([C:8]2[CH2:12][C@@H:11]([CH2:13][O:14][CH2:15][CH2:16][N:17]3[CH2:22][CH2:21][O:20][CH2:19][CH2:18]3)[O:10][N:9]=2)=[CH:4][CH:3]=1, predict the reactants needed to synthesize it. The reactants are: Br[C:2]1[CH:3]=[CH:4][C:5]([C:8]2[CH2:12][C@@H:11]([CH2:13][O:14][CH2:15][CH2:16][N:17]3[CH2:22][CH2:21][O:20][CH2:19][CH2:18]3)[O:10][N:9]=2)=[N:6][CH:7]=1.[F:23][C:24]1[CH:25]=[C:26]([N:39]2[CH2:43][C@H:42]([CH2:44][N:45]3[CH:49]=[CH:48][N:47]=[N:46]3)[O:41][C:40]2=[O:50])[CH:27]=[CH:28][C:29]=1B1OC(C)(C)C(C)(C)O1.C(=O)([O-])[O-].[K+].[K+].